This data is from Reaction yield outcomes from USPTO patents with 853,638 reactions. The task is: Predict the reaction yield, written as a fraction of the theoretical maximum amount of product (1.0 means a 100% yield; for example, 0.34 means a 34% yield). The reactants are C(OC([C@H:8]1[NH:13][C:12]([CH3:18])([C:14]([NH:16][NH2:17])=[O:15])[CH2:11][C:10](=[O:19])[N:9]1[CH3:20])=O)(C)(C)C.[Cl:21][C:22]1[CH:23]=[C:24]([N:28]=[C:29]=O)[CH:25]=[CH:26][CH:27]=1.S(Cl)(C1C=CC(C)=CC=1)(=O)=O.CC[N:44](CC)CC. The catalyst is C(Cl)Cl.CN(C1C=CN=CC=1)C. The product is [Cl:21][C:22]1[CH:23]=[C:24]([NH:28][C:29]2[O:15][C:14]([C@@:12]3([CH3:18])[NH:13][C:8](=[NH:44])[N:9]([CH3:20])[C:10](=[O:19])[CH2:11]3)=[N:16][N:17]=2)[CH:25]=[CH:26][CH:27]=1. The yield is 0.100.